From a dataset of Full USPTO retrosynthesis dataset with 1.9M reactions from patents (1976-2016). Predict the reactants needed to synthesize the given product. (1) Given the product [CH:20]1([C:18]2[N:25]=[N:24][C:2]3[CH2:3][CH2:4][CH2:5][CH2:6][CH2:7][CH2:8][C:1]=3[CH:17]=2)[CH2:22][CH2:21]1, predict the reactants needed to synthesize it. The reactants are: [C:1]1(=O)[CH2:8][CH2:7][CH2:6][CH2:5][CH2:4][CH2:3][C:2]1=O.COP([CH2:17][C:18]([CH:20]1[CH2:22][CH2:21]1)=O)(=O)OC.O.[NH2:24][NH2:25]. (2) Given the product [NH2:17][C:18]1[N:19]=[CH:20][C:21]([C:24]2[C:25]3[CH2:38][CH2:37][N:36]([C:39]4[S:40][CH:41]=[C:42]([C:44]([N:46]5[CH2:47][CH2:48][N:49]([CH2:52][CH2:53][OH:54])[CH2:50][CH2:51]5)=[O:45])[N:43]=4)[C:26]=3[N:27]=[C:28]([N:30]3[CH2:31][CH2:32][O:33][CH2:34][CH2:35]3)[N:29]=2)=[CH:22][N:23]=1, predict the reactants needed to synthesize it. The reactants are: OCCN1CCNCC1.COC1C=CC(C[N:17](CC2C=CC(OC)=CC=2)[C:18]2[N:23]=[CH:22][C:21]([C:24]3[C:25]4[CH2:38][CH2:37][N:36]([C:39]5[S:40][CH:41]=[C:42]([C:44]([N:46]6[CH2:51][CH2:50][N:49]([CH2:52][CH2:53][OH:54])[CH2:48][CH2:47]6)=[O:45])[N:43]=5)[C:26]=4[N:27]=[C:28]([N:30]4[CH2:35][CH2:34][O:33][CH2:32][CH2:31]4)[N:29]=3)=[CH:20][N:19]=2)=CC=1. (3) Given the product [OH:4][CH:5]([CH3:29])[C:6](=[O:28])[CH2:7][N:8]1[C:13]([C:14]2[CH:15]=[C:16]([CH3:20])[CH:17]=[CH:18][CH:19]=2)=[CH:12][C:11]([C:21]([F:24])([F:22])[F:23])=[C:10]([C:25]#[N:26])[C:9]1=[O:27], predict the reactants needed to synthesize it. The reactants are: COC[O:4][CH:5]([CH3:29])[C:6](=[O:28])[CH2:7][N:8]1[C:13]([C:14]2[CH:15]=[C:16]([CH3:20])[CH:17]=[CH:18][CH:19]=2)=[CH:12][C:11]([C:21]([F:24])([F:23])[F:22])=[C:10]([C:25]#[N:26])[C:9]1=[O:27].Cl.